Dataset: Catalyst prediction with 721,799 reactions and 888 catalyst types from USPTO. Task: Predict which catalyst facilitates the given reaction. (1) Reactant: [C:1]([Si:5]([CH3:25])([CH3:24])[O:6][CH2:7][CH2:8][N:9]1[CH2:14][CH2:13][N:12]([C:15]2[CH:16]=[C:17]3[C:21](=[CH:22][CH:23]=2)[NH:20][CH:19]=[CH:18]3)[CH2:11][CH2:10]1)([CH3:4])([CH3:3])[CH3:2].[CH3:26][C:27]([O:30][C:31](O[C:31]([O:30][C:27]([CH3:29])([CH3:28])[CH3:26])=[O:32])=[O:32])([CH3:29])[CH3:28]. Product: [C:27]([O:30][C:31]([N:20]1[C:21]2[C:17](=[CH:16][C:15]([N:12]3[CH2:13][CH2:14][N:9]([CH2:8][CH2:7][O:6][Si:5]([C:1]([CH3:4])([CH3:3])[CH3:2])([CH3:25])[CH3:24])[CH2:10][CH2:11]3)=[CH:23][CH:22]=2)[CH:18]=[CH:19]1)=[O:32])([CH3:29])([CH3:28])[CH3:26]. The catalyst class is: 251. (2) Reactant: C([O:3][C:4]([C@:6]1([CH3:15])[CH2:8][C@H:7]1[C:9]1[CH:14]=[CH:13][CH:12]=[CH:11][CH:10]=1)=[O:5])C.O[Li].O.Cl. Product: [CH3:15][C@@:6]1([C:4]([OH:5])=[O:3])[CH2:8][C@H:7]1[C:9]1[CH:10]=[CH:11][CH:12]=[CH:13][CH:14]=1. The catalyst class is: 1.